Dataset: Forward reaction prediction with 1.9M reactions from USPTO patents (1976-2016). Task: Predict the product of the given reaction. (1) Given the reactants [Cl:1][C:2]1[CH:7]=[CH:6][CH:5]=[C:4]([Cl:8])[C:3]=1[S:9]([NH:12][CH3:13])(=[O:11])=[O:10].C(=O)([O-])[O-].[K+].[K+].Br[CH2:21][CH2:22][CH2:23][CH2:24][C:25]([O:27][CH2:28][CH3:29])=[O:26], predict the reaction product. The product is: [CH2:28]([O:27][C:25](=[O:26])[CH2:24][CH2:23][CH2:22][CH2:21][N:12]([S:9]([C:3]1[C:4]([Cl:8])=[CH:5][CH:6]=[CH:7][C:2]=1[Cl:1])(=[O:10])=[O:11])[CH3:13])[CH3:29]. (2) Given the reactants Cl[C:2]1[C:7]([Cl:8])=[N:6][CH:5]=[CH:4][N:3]=1.[CH2:9]([N:16]1[CH2:21][CH2:20][NH:19][CH:18]([CH2:22][CH3:23])[CH2:17]1)[C:10]1[CH:15]=[CH:14][CH:13]=[CH:12][CH:11]=1.C([O-])([O-])=O.[K+].[K+], predict the reaction product. The product is: [CH2:9]([N:16]1[CH2:21][CH2:20][N:19]([C:2]2[C:7]([Cl:8])=[N:6][CH:5]=[CH:4][N:3]=2)[CH:18]([CH2:22][CH3:23])[CH2:17]1)[C:10]1[CH:11]=[CH:12][CH:13]=[CH:14][CH:15]=1. (3) Given the reactants C([Mg]Br)C.I[C:6]1[N:7]=[CH:8][N:9]([C:11]([C:24]2[CH:29]=[CH:28][CH:27]=[CH:26][CH:25]=2)([C:18]2[CH:23]=[CH:22][CH:21]=[CH:20][CH:19]=2)[C:12]2[CH:17]=[CH:16][CH:15]=[CH:14][CH:13]=2)[CH:10]=1.[N+:30]([C:33]1[CH:34]=[CH:35][CH:36]2[CH:41]([CH:42]=1)[C:40](OS(C(F)(F)F)(=O)=O)=[CH:39][CH2:38][CH2:37]2)([O-:32])=[O:31], predict the reaction product. The product is: [N+:30]([C:33]1[CH:34]=[CH:35][CH:36]2[CH:41]([CH:42]=1)[C:40]([C:6]1[N:7]=[CH:8][N:9]([C:11]([C:12]3[CH:13]=[CH:14][CH:15]=[CH:16][CH:17]=3)([C:24]3[CH:29]=[CH:28][CH:27]=[CH:26][CH:25]=3)[C:18]3[CH:19]=[CH:20][CH:21]=[CH:22][CH:23]=3)[CH:10]=1)=[CH:39][CH2:38][CH2:37]2)([O-:32])=[O:31]. (4) Given the reactants [F:1][C:2]1[CH:21]=[C:20]([N:22]2[CH:26]=[CH:25][CH:24]=[N:23]2)[CH:19]=[CH:18][C:3]=1[CH2:4][C:5]1[C:6]([CH3:17])=[C:7]([CH3:16])[C:8]([OH:15])=[C:9]([CH:14]=1)[C:10]([O:12][CH3:13])=[O:11].[H-].[Na+].C1C=CC(N([S:36]([C:39]([F:42])([F:41])[F:40])(=[O:38])=[O:37])[S:36]([C:39]([F:42])([F:41])[F:40])(=[O:38])=[O:37])=CC=1.Cl, predict the reaction product. The product is: [F:1][C:2]1[CH:21]=[C:20]([N:22]2[CH:26]=[CH:25][CH:24]=[N:23]2)[CH:19]=[CH:18][C:3]=1[CH2:4][C:5]1[C:6]([CH3:17])=[C:7]([CH3:16])[C:8]([O:15][S:36]([C:39]([F:42])([F:41])[F:40])(=[O:38])=[O:37])=[C:9]([CH:14]=1)[C:10]([O:12][CH3:13])=[O:11]. (5) Given the reactants [CH3:1][C:2]1[CH:7]=[CH:6][CH:5]=[C:4]([CH3:8])[C:3]=1[NH:9][C:10](=[O:30])[CH2:11][N:12]1[CH2:17][CH2:16][N:15]([C:18](=[O:29])[CH:19](O)[CH2:20][CH2:21][C:22]2[CH:27]=[CH:26][CH:25]=[CH:24][CH:23]=2)[CH2:14][CH2:13]1.C1(CCCC(O)=O)C=CC=CC=1.OC1C=CC=CC=1[C@@H](CC)C(O)=O, predict the reaction product. The product is: [CH3:8][C:4]1[CH:5]=[CH:6][CH:7]=[C:2]([CH3:1])[C:3]=1[NH:9][C:10](=[O:30])[CH2:11][N:12]1[CH2:17][CH2:16][N:15]([C:18](=[O:29])[CH2:19][CH2:20][CH2:21][C:22]2[CH:23]=[CH:24][CH:25]=[CH:26][CH:27]=2)[CH2:14][CH2:13]1.